From a dataset of Forward reaction prediction with 1.9M reactions from USPTO patents (1976-2016). Predict the product of the given reaction. (1) Given the reactants [C:1]1([N:7]2[C:11]3[CH:12]=[CH:13][CH:14]=[CH:15][C:10]=3[N:9]=[C:8]2[C:16]2[CH:21]=[CH:20][C:19]([N:22]3[C:35]4[CH:34]=[CH:33][CH:32]=[CH:31][C:30]=4[S:29][C:28]4[C:23]3=[CH:24][CH:25]=[CH:26][CH:27]=4)=[CH:18][CH:17]=2)[CH:6]=[CH:5][CH:4]=[CH:3][CH:2]=1.ClC1C=CC=C(C(OO)=[O:44])C=1.[OH-:47].[K+], predict the reaction product. The product is: [C:1]1([N:7]2[C:11]3[CH:12]=[CH:13][CH:14]=[CH:15][C:10]=3[N:9]=[C:8]2[C:16]2[CH:21]=[CH:20][C:19]([N:22]3[C:35]4[CH:34]=[CH:33][CH:32]=[CH:31][C:30]=4[S:29](=[O:44])(=[O:47])[C:28]4[C:23]3=[CH:24][CH:25]=[CH:26][CH:27]=4)=[CH:18][CH:17]=2)[CH:2]=[CH:3][CH:4]=[CH:5][CH:6]=1. (2) Given the reactants [CH2:1]([N:3]([CH2:28][CH3:29])[C:4]([C:6]1[CH:7]=[CH:8][C:9]2[C:10](=[C:20]3[CH2:26][CH:25]4[NH:27][CH:22]([CH2:23][CH2:24]4)[CH2:21]3)[C:11]3[C:16]([O:17][C:18]=2[CH:19]=1)=[CH:15][CH:14]=[CH:13][CH:12]=3)=[O:5])[CH3:2].C(O[BH-](OC(=O)C)OC(=O)C)(=O)C.[Na+].[O:44]1[CH:48]=[CH:47][C:46]([CH:49]=O)=[CH:45]1, predict the reaction product. The product is: [CH2:28]([N:3]([CH2:1][CH3:2])[C:4]([C:6]1[CH:7]=[CH:8][C:9]2[C:10](=[C:20]3[CH2:26][CH:25]4[N:27]([CH2:49][C:46]5[CH:47]=[CH:48][O:44][CH:45]=5)[CH:22]([CH2:23][CH2:24]4)[CH2:21]3)[C:11]3[C:16]([O:17][C:18]=2[CH:19]=1)=[CH:15][CH:14]=[CH:13][CH:12]=3)=[O:5])[CH3:29]. (3) The product is: [CH2:18]([NH:24][C:25](=[O:26])[O:17][C:13]1[CH:12]=[C:11]2[C:16](=[CH:15][CH:14]=1)[N:8]([CH2:1][C:2]1[CH:3]=[CH:4][CH:5]=[CH:6][CH:7]=1)[CH2:9][CH2:10]2)[CH2:19][CH2:20][CH2:21][CH2:22][CH3:23]. Given the reactants [CH2:1]([N:8]1[C:16]2[C:11](=[CH:12][C:13]([OH:17])=[CH:14][CH:15]=2)[CH2:10][CH2:9]1)[C:2]1[CH:7]=[CH:6][CH:5]=[CH:4][CH:3]=1.[CH2:18]([N:24]=[C:25]=[O:26])[CH2:19][CH2:20][CH2:21][CH2:22][CH3:23], predict the reaction product. (4) Given the reactants [Cl-].[Ce+3].[Cl-].[Cl-].[BH4-:5].[Na+].[CH:7]1[C:16]2[C:11](=[CH:12][CH:13]=[CH:14][CH:15]=2)[CH:10]=[CH:9][C:8]=1[PH:17](=O)[C:18]1[CH:27]=[CH:26][C:25]2[C:20](=[CH:21][CH:22]=[CH:23][CH:24]=2)[CH:19]=1.[H-].[Al+3].[Li+].[H-].[H-].[H-].Cl, predict the reaction product. The product is: [CH:19]1[C:20]2[C:25](=[CH:24][CH:23]=[CH:22][CH:21]=2)[CH:26]=[CH:27][C:18]=1[PH:17][C:8]1[CH:9]=[CH:10][C:11]2[C:16](=[CH:15][CH:14]=[CH:13][CH:12]=2)[CH:7]=1.[BH3:5].